From a dataset of NCI-60 drug combinations with 297,098 pairs across 59 cell lines. Regression. Given two drug SMILES strings and cell line genomic features, predict the synergy score measuring deviation from expected non-interaction effect. (1) Drug 1: C1CCC(CC1)NC(=O)N(CCCl)N=O. Drug 2: CCC1=C2CN3C(=CC4=C(C3=O)COC(=O)C4(CC)O)C2=NC5=C1C=C(C=C5)O. Cell line: SF-295. Synergy scores: CSS=58.3, Synergy_ZIP=5.85, Synergy_Bliss=6.25, Synergy_Loewe=7.37, Synergy_HSA=10.7. (2) Drug 1: C1CCC(C1)C(CC#N)N2C=C(C=N2)C3=C4C=CNC4=NC=N3. Drug 2: C(CC(=O)O)C(=O)CN.Cl. Cell line: SK-MEL-2. Synergy scores: CSS=1.09, Synergy_ZIP=-5.32, Synergy_Bliss=-7.42, Synergy_Loewe=-16.8, Synergy_HSA=-12.6. (3) Synergy scores: CSS=15.1, Synergy_ZIP=-3.05, Synergy_Bliss=1.37, Synergy_Loewe=0.904, Synergy_HSA=-1.45. Drug 1: C1CC(C1)(C(=O)O)C(=O)O.[NH2-].[NH2-].[Pt+2]. Drug 2: CC1=C(C(=CC=C1)Cl)NC(=O)C2=CN=C(S2)NC3=CC(=NC(=N3)C)N4CCN(CC4)CCO. Cell line: SF-539. (4) Drug 1: CN1CCC(CC1)COC2=C(C=C3C(=C2)N=CN=C3NC4=C(C=C(C=C4)Br)F)OC. Drug 2: CS(=O)(=O)OCCCCOS(=O)(=O)C. Cell line: DU-145. Synergy scores: CSS=8.85, Synergy_ZIP=-4.90, Synergy_Bliss=1.99, Synergy_Loewe=-13.2, Synergy_HSA=1.03. (5) Drug 1: COC1=C(C=C2C(=C1)N=CN=C2NC3=CC(=C(C=C3)F)Cl)OCCCN4CCOCC4. Drug 2: COCCOC1=C(C=C2C(=C1)C(=NC=N2)NC3=CC=CC(=C3)C#C)OCCOC.Cl. Cell line: NCIH23. Synergy scores: CSS=14.4, Synergy_ZIP=-2.05, Synergy_Bliss=1.18, Synergy_Loewe=2.03, Synergy_HSA=2.43. (6) Drug 2: CS(=O)(=O)CCNCC1=CC=C(O1)C2=CC3=C(C=C2)N=CN=C3NC4=CC(=C(C=C4)OCC5=CC(=CC=C5)F)Cl. Cell line: SNB-75. Synergy scores: CSS=42.2, Synergy_ZIP=-2.34, Synergy_Bliss=-2.68, Synergy_Loewe=-42.3, Synergy_HSA=-0.390. Drug 1: CC=C1C(=O)NC(C(=O)OC2CC(=O)NC(C(=O)NC(CSSCCC=C2)C(=O)N1)C(C)C)C(C)C. (7) Drug 1: CC(CN1CC(=O)NC(=O)C1)N2CC(=O)NC(=O)C2. Drug 2: CN(CCCl)CCCl.Cl. Cell line: A549. Synergy scores: CSS=35.3, Synergy_ZIP=-3.90, Synergy_Bliss=-4.75, Synergy_Loewe=-1.69, Synergy_HSA=-1.10. (8) Drug 1: CCC1(C2=C(COC1=O)C(=O)N3CC4=CC5=C(C=CC(=C5CN(C)C)O)N=C4C3=C2)O.Cl. Drug 2: B(C(CC(C)C)NC(=O)C(CC1=CC=CC=C1)NC(=O)C2=NC=CN=C2)(O)O. Cell line: NCI-H226. Synergy scores: CSS=16.4, Synergy_ZIP=-4.24, Synergy_Bliss=-1.39, Synergy_Loewe=-18.8, Synergy_HSA=-1.45.